From a dataset of Reaction yield outcomes from USPTO patents with 853,638 reactions. Predict the reaction yield, written as a fraction of the theoretical maximum amount of product (1.0 means a 100% yield; for example, 0.34 means a 34% yield). (1) The reactants are [S:1]1[C:6]2[CH:7]=[CH:8][CH:9]=[CH:10][C:5]=2[NH:4][C:3](=O)[CH2:2]1.[H-].[Al+3].[Li+].[H-].[H-].[H-].C(OCC)(=O)C. The catalyst is O1CCCC1. The product is [S:1]1[C:6]2[CH:7]=[CH:8][CH:9]=[CH:10][C:5]=2[NH:4][CH2:3][CH2:2]1. The yield is 0.965. (2) The reactants are [CH2:1]([C:5]1[N:6]=[C:7]([CH2:27][CH2:28][O:29][CH3:30])[NH:8][C:9](=[O:26])[C:10]=1[CH2:11][C:12]1[CH:17]=[CH:16][C:15]([C:18]2[C:19]([C:24]#[N:25])=[CH:20][CH:21]=[CH:22][CH:23]=2)=[CH:14][CH:13]=1)[CH2:2][CH2:3][CH3:4].[O:31]1[C:35]2[CH:36]=[CH:37][C:38](B(O)O)=[CH:39][C:34]=2[CH2:33][CH2:32]1.N1C=CC=CC=1.C(N(CC)CC)C. The catalyst is C(OCC)(=O)C.C([O-])(=O)C.[Cu+2].C([O-])(=O)C.ClCCl. The product is [CH2:1]([C:5]1[N:6]=[C:7]([CH2:27][CH2:28][O:29][CH3:30])[N:8]([C:38]2[CH:37]=[CH:36][C:35]3[O:31][CH2:32][CH2:33][C:34]=3[CH:39]=2)[C:9](=[O:26])[C:10]=1[CH2:11][C:12]1[CH:17]=[CH:16][C:15]([C:18]2[C:19]([C:24]#[N:25])=[CH:20][CH:21]=[CH:22][CH:23]=2)=[CH:14][CH:13]=1)[CH2:2][CH2:3][CH3:4]. The yield is 0.720. (3) The reactants are [NH2:1][C@@H:2]([CH2:22][C:23]1[CH:28]=[CH:27][C:26]([C:29]2[CH:34]=[CH:33][CH:32]=[CH:31][N:30]=2)=[CH:25][CH:24]=1)[C@@H:3]([OH:21])[CH2:4][C@@H:5]([NH:13][C:14](=[O:20])[O:15][C:16]([CH3:19])([CH3:18])[CH3:17])[CH2:6][C:7]1[CH:12]=[CH:11][CH:10]=[CH:9][CH:8]=1.[CH3:35][O:36][C:37]([NH:39][C@@H:40]([C:44]([CH3:47])([CH3:46])[CH3:45])[C:41](O)=[O:42])=[O:38].CCOP(ON1N=NC2C=CC=CC=2C1=O)(OCC)=O.C(N(CC)C(C)C)(C)C. The catalyst is C1COCC1. The product is [CH2:6]([C@H:5]([NH:13][C:14](=[O:20])[O:15][C:16]([CH3:17])([CH3:18])[CH3:19])[CH2:4][C@H:3]([OH:21])[C@@H:2]([NH:1][C:41](=[O:42])[C@@H:40]([NH:39][C:37]([O:36][CH3:35])=[O:38])[C:44]([CH3:47])([CH3:46])[CH3:45])[CH2:22][C:23]1[CH:28]=[CH:27][C:26]([C:29]2[CH:34]=[CH:33][CH:32]=[CH:31][N:30]=2)=[CH:25][CH:24]=1)[C:7]1[CH:8]=[CH:9][CH:10]=[CH:11][CH:12]=1. The yield is 0.560. (4) The reactants are CCCC[N+](CCCC)(CCCC)CCCC.[F-].[CH2:19]([O:21][P:22]([CH2:27][C:28]1[CH:33]=[C:32]([O:34][CH2:35][O:36][CH3:37])[C:31]([CH2:38][CH:39]=[C:40]([CH3:65])[CH2:41][CH2:42][CH:43]=[C:44]([CH3:64])[CH2:45][O:46][Si](C(C)(C)C)(C2C=CC=CC=2)C2C=CC=CC=2)=[C:30]([O:66][CH2:67][O:68][CH3:69])[CH:29]=1)(=[O:26])[O:23][CH2:24][CH3:25])[CH3:20]. The catalyst is C1COCC1. The product is [CH2:24]([O:23][P:22]([CH2:27][C:28]1[CH:33]=[C:32]([O:34][CH2:35][O:36][CH3:37])[C:31]([CH2:38][CH:39]=[C:40]([CH3:65])[CH2:41][CH2:42][CH:43]=[C:44]([CH3:64])[CH2:45][OH:46])=[C:30]([O:66][CH2:67][O:68][CH3:69])[CH:29]=1)(=[O:26])[O:21][CH2:19][CH3:20])[CH3:25]. The yield is 0.960. (5) The reactants are [CH2:1]([C:3]1[CH:11]=[C:10]([CH3:12])[C:9]([CH:13]=[O:14])=[CH:8][C:4]=1[C:5]([OH:7])=O)[CH3:2].CN(C(ON1N=NC2C=CC=CC1=2)=[N+](C)C)C.F[P-](F)(F)(F)(F)F.Cl.[NH:40]1[CH2:45][CH2:44][CH:43]([C:46]2[CH:53]=[CH:52][C:49]([C:50]#[N:51])=[CH:48][CH:47]=2)[CH2:42][CH2:41]1. The catalyst is CN(C)C=O.CCN(C(C)C)C(C)C. The product is [CH2:1]([C:3]1[CH:11]=[C:10]([CH3:12])[C:9]([CH:13]=[O:14])=[CH:8][C:4]=1[C:5]([N:40]1[CH2:45][CH2:44][CH:43]([C:46]2[CH:53]=[CH:52][C:49]([C:50]#[N:51])=[CH:48][CH:47]=2)[CH2:42][CH2:41]1)=[O:7])[CH3:2]. The yield is 0.850. (6) The reactants are Cl.[F:2][C:3]1[CH:4]=[C:5]([CH:19]=[CH:20][CH:21]=1)[CH2:6][O:7][C:8]1[CH:18]=[CH:17][C:11]2[CH2:12][CH2:13][NH:14][CH2:15][CH2:16][C:10]=2[CH:9]=1.[CH3:22][O:23][CH2:24][C:25](Cl)=[O:26].C(N(C(C)C)C(C)C)C. No catalyst specified. The product is [F:2][C:3]1[CH:4]=[C:5]([CH:19]=[CH:20][CH:21]=1)[CH2:6][O:7][C:8]1[CH:18]=[CH:17][C:11]2[CH2:12][CH2:13][N:14]([C:25](=[O:26])[CH2:24][O:23][CH3:22])[CH2:15][CH2:16][C:10]=2[CH:9]=1. The yield is 0.980.